This data is from Catalyst prediction with 721,799 reactions and 888 catalyst types from USPTO. The task is: Predict which catalyst facilitates the given reaction. Reactant: [CH3:1][O:2][C:3]1[CH:4]=[C:5]([C:11]2[C:16]([C:17]([CH3:19])=[CH2:18])=[CH:15][N:14]=[C:13]([CH3:20])[C:12]=2[C:21]2[CH:26]=[CH:25][C:24]([F:27])=[CH:23][CH:22]=2)[CH:6]=[C:7]([O:9][CH3:10])[CH:8]=1.[H][H]. Product: [CH3:10][O:9][C:7]1[CH:6]=[C:5]([C:11]2[C:16]([CH:17]([CH3:18])[CH3:19])=[CH:15][N:14]=[C:13]([CH3:20])[C:12]=2[C:21]2[CH:26]=[CH:25][C:24]([F:27])=[CH:23][CH:22]=2)[CH:4]=[C:3]([O:2][CH3:1])[CH:8]=1. The catalyst class is: 63.